From a dataset of NCI-60 drug combinations with 297,098 pairs across 59 cell lines. Regression. Given two drug SMILES strings and cell line genomic features, predict the synergy score measuring deviation from expected non-interaction effect. (1) Drug 1: C1=CN(C(=O)N=C1N)C2C(C(C(O2)CO)O)O.Cl. Drug 2: CC1=C(C(=O)C2=C(C1=O)N3CC4C(C3(C2COC(=O)N)OC)N4)N. Cell line: SF-295. Synergy scores: CSS=22.1, Synergy_ZIP=0.554, Synergy_Bliss=0.591, Synergy_Loewe=-40.7, Synergy_HSA=-5.70. (2) Synergy scores: CSS=20.9, Synergy_ZIP=2.02, Synergy_Bliss=10.9, Synergy_Loewe=5.73, Synergy_HSA=8.30. Drug 1: C1=CC=C(C=C1)NC(=O)CCCCCCC(=O)NO. Drug 2: CN(CCCl)CCCl.Cl. Cell line: HOP-62. (3) Drug 1: CC12CCC(CC1=CCC3C2CCC4(C3CC=C4C5=CN=CC=C5)C)O. Drug 2: C1=NNC2=C1C(=O)NC=N2. Cell line: SK-MEL-28. Synergy scores: CSS=4.49, Synergy_ZIP=2.51, Synergy_Bliss=7.13, Synergy_Loewe=-4.25, Synergy_HSA=2.63. (4) Drug 1: CC(C)(C#N)C1=CC=C(C=C1)N2C3=C4C=C(C=CC4=NC=C3N(C2=O)C)C5=CC6=CC=CC=C6N=C5. Drug 2: CCC1=C2CN3C(=CC4=C(C3=O)COC(=O)C4(CC)O)C2=NC5=C1C=C(C=C5)O. Cell line: UACC62. Synergy scores: CSS=62.9, Synergy_ZIP=4.05, Synergy_Bliss=3.66, Synergy_Loewe=5.64, Synergy_HSA=9.10. (5) Drug 1: CN(C)C1=NC(=NC(=N1)N(C)C)N(C)C. Drug 2: CC1C(C(CC(O1)OC2CC(OC(C2O)C)OC3=CC4=CC5=C(C(=O)C(C(C5)C(C(=O)C(C(C)O)O)OC)OC6CC(C(C(O6)C)O)OC7CC(C(C(O7)C)O)OC8CC(C(C(O8)C)O)(C)O)C(=C4C(=C3C)O)O)O)O. Cell line: A549. Synergy scores: CSS=-2.03, Synergy_ZIP=2.09, Synergy_Bliss=3.10, Synergy_Loewe=-1.20, Synergy_HSA=-0.984.